This data is from M1 muscarinic receptor antagonist screen with 61,756 compounds. The task is: Binary Classification. Given a drug SMILES string, predict its activity (active/inactive) in a high-throughput screening assay against a specified biological target. (1) The compound is S=C(N1CCN(CC1)C)c1cc(OCC)c(OCC(=O)N2CCOCC2)cc1. The result is 0 (inactive). (2) The molecule is S(c1n(c(=O)c2c(n1)cccc2)C)CC(O)=O. The result is 0 (inactive). (3) The compound is Brc1ccc(c2n3CCCCc3nc2)cc1. The result is 1 (active). (4) The compound is O1C(CCC1)CNc1[nH]c(c(c(=O)n1)C#N)c1occc1. The result is 0 (inactive). (5) The drug is O1CCN(CC1)C(=O)COc1ccc(OC)cc1. The result is 0 (inactive).